From a dataset of Reaction yield outcomes from USPTO patents with 853,638 reactions. Predict the reaction yield, written as a fraction of the theoretical maximum amount of product (1.0 means a 100% yield; for example, 0.34 means a 34% yield). (1) The reactants are [NH2:1][C:2]1[CH:7]=[C:6]([CH2:8][O:9][C:10]2[C:19]3[C:14](=[CH:15][CH:16]=[CH:17][CH:18]=3)[C:13]([NH:20][C:21]([NH:23][C:24]3[N:28]([C:29]4[CH:34]=[CH:33][C:32]([CH3:35])=[CH:31][CH:30]=4)[N:27]=[C:26]([C:36]([CH3:39])([CH3:38])[CH3:37])[CH:25]=3)=[O:22])=[CH:12][CH:11]=2)[CH:5]=[CH:4][N:3]=1.CCN(C(C)C)C(C)C.[CH3:49][O:50][CH2:51][C:52](Cl)=[O:53].N. The catalyst is CO.CN(C=O)C.C(Cl)Cl. The product is [C:36]([C:26]1[CH:25]=[C:24]([NH:23][C:21](=[O:22])[NH:20][C:13]2[C:14]3[C:19](=[CH:18][CH:17]=[CH:16][CH:15]=3)[C:10]([O:9][CH2:8][C:6]3[CH:5]=[CH:4][N:3]=[C:2]([NH:1][C:52](=[O:53])[CH2:51][O:50][CH3:49])[CH:7]=3)=[CH:11][CH:12]=2)[N:28]([C:29]2[CH:30]=[CH:31][C:32]([CH3:35])=[CH:33][CH:34]=2)[N:27]=1)([CH3:39])([CH3:38])[CH3:37]. The yield is 0.490. (2) The reactants are [NH:1]1[C:9]2[C:4](=[CH:5][CH:6]=[CH:7][CH:8]=2)[C:3]([CH2:10][C@@H:11]([NH:15][S:16]([C:19]2[S:20][C:21]([C:24]#[C:25][Si](C)(C)C)=[CH:22][CH:23]=2)(=[O:18])=[O:17])[C:12]([OH:14])=[O:13])=[CH:2]1.C([O-])([O-])=O.[K+].[K+]. The catalyst is ClCCl.CO. The product is [C:24]([C:21]1[S:20][C:19]([S:16]([NH:15][C@H:11]([CH2:10][C:3]2[C:4]3[C:9](=[CH:8][CH:7]=[CH:6][CH:5]=3)[NH:1][CH:2]=2)[C:12]([OH:14])=[O:13])(=[O:18])=[O:17])=[CH:23][CH:22]=1)#[CH:25]. The yield is 0.490. (3) The reactants are [CH3:1][N:2]1[C:11]2[C:6](=[CH:7][CH:8]=[CH:9][CH:10]=2)[CH:5]([CH2:12][NH2:13])[CH2:4][CH2:3]1.F[C:15]1[CH:23]=[N:22][CH:21]=[CH:20][C:16]=1[C:17]([OH:19])=[O:18]. No catalyst specified. The product is [CH3:1][N:2]1[C:11]2[C:6](=[CH:7][CH:8]=[CH:9][CH:10]=2)[CH:5]([CH2:12][NH:13][C:20]2[CH:21]=[N:22][CH:23]=[CH:15][C:16]=2[C:17]([OH:19])=[O:18])[CH2:4][CH2:3]1. The yield is 0.180. (4) The reactants are [C:1]([C:4]1[O:8][C:7]([C:9]2[CH:18]=[CH:17][C:12]([C:13]([O:15]C)=[O:14])=[CH:11][CH:10]=2)=[CH:6][CH:5]=1)(=[O:3])[CH3:2].[OH-].[Na+].Cl. The catalyst is C(O)C. The product is [C:1]([C:4]1[O:8][C:7]([C:9]2[CH:18]=[CH:17][C:12]([C:13]([OH:15])=[O:14])=[CH:11][CH:10]=2)=[CH:6][CH:5]=1)(=[O:3])[CH3:2]. The yield is 0.910. (5) The reactants are [NH2:1][C:2]1[N:6](C(OC(C)(C)C)=O)[N:5]=[C:4]([CH:14]2[CH2:16][CH2:15]2)[CH:3]=1.Br[C:18]1[C:19](=[O:26])[N:20]([CH3:25])[CH:21]=[C:22]([Br:24])[CH:23]=1.C(=O)([O-])[O-].[Cs+].[Cs+].CC1(C)C2C(=C(P(C3C=CC=CC=3)C3C=CC=CC=3)C=CC=2)OC2C(P(C3C=CC=CC=3)C3C=CC=CC=3)=CC=CC1=2. The catalyst is C1C=CC(/C=C/C(/C=C/C2C=CC=CC=2)=O)=CC=1.C1C=CC(/C=C/C(/C=C/C2C=CC=CC=2)=O)=CC=1.C1C=CC(/C=C/C(/C=C/C2C=CC=CC=2)=O)=CC=1.[Pd].[Pd].O1CCOCC1. The product is [Br:24][C:22]1[CH:23]=[C:18]([NH:1][C:2]2[NH:6][N:5]=[C:4]([CH:14]3[CH2:15][CH2:16]3)[CH:3]=2)[C:19](=[O:26])[N:20]([CH3:25])[CH:21]=1. The yield is 0.500. (6) The reactants are [N+]([O-])(O)=O.OS(O)(=O)=O.[CH3:10][C:11]1C=C(C=CC=1)C(O)=O.CC1C([N+]([O-])=O)=C(C([N+]([O-])=O)=CC=1)C(O)=O.[CH3:36][C:37]1[C:38]([N+:49]([O-:51])=[O:50])=[CH:39][C:40]([N+:46]([O-:48])=[O:47])=[C:41]([CH:45]=1)[C:42]([OH:44])=[O:43].O=S(Cl)Cl. The catalyst is CCO. The product is [CH2:10]([O:43][C:42](=[O:44])[C:41]1[CH:45]=[C:37]([CH3:36])[C:38]([N+:49]([O-:51])=[O:50])=[CH:39][C:40]=1[N+:46]([O-:48])=[O:47])[CH3:11]. The yield is 0.200. (7) The reactants are [C:1]([O:5][C:6]([N:8]1[CH2:13][CH2:12][NH:11][CH2:10][CH2:9]1)=[O:7])([CH3:4])([CH3:3])[CH3:2].C(=O)([O-])[O-].[K+].[K+].[C:20]([N:23]1[C:31]2[C:26](=[CH:27][C:28]([C:32](=O)[CH2:33]Br)=[CH:29][CH:30]=2)[CH2:25][CH2:24]1)(=[O:22])[CH3:21]. The catalyst is C(#N)C. The product is [C:20]([N:23]1[C:31]2[C:26](=[CH:27][C:28]([CH2:32][CH2:33][N:11]3[CH2:12][CH2:13][N:8]([C:6]([O:5][C:1]([CH3:4])([CH3:2])[CH3:3])=[O:7])[CH2:9][CH2:10]3)=[CH:29][CH:30]=2)[CH2:25][CH2:24]1)(=[O:22])[CH3:21]. The yield is 0.550. (8) The reactants are [CH2:1]([N:8]([CH3:15])[C:9](=[O:14])[O:10][CH:11](Cl)[CH3:12])[C:2]1[CH:7]=[CH:6][CH:5]=[CH:4][CH:3]=1.[CH2:16]([O:30][C:31]1[O:35][C:34]([C:36]([OH:38])=[O:37])=[CH:33][CH:32]=1)[CH2:17][CH2:18][CH2:19][CH2:20][CH2:21][CH2:22][CH2:23][CH2:24][CH2:25][CH2:26][CH2:27][CH2:28][CH3:29].O.O.O.O.O.[OH-].C([N+](CCCC)(CCCC)CCCC)CCC.[I-].[Na+]. The catalyst is CN(C)C=O. The product is [CH2:16]([O:30][C:31]1[O:35][C:34]([C:36]([O:38][CH:11]([O:10][C:9](=[O:14])[N:8]([CH2:1][C:2]2[CH:7]=[CH:6][CH:5]=[CH:4][CH:3]=2)[CH3:15])[CH3:12])=[O:37])=[CH:33][CH:32]=1)[CH2:17][CH2:18][CH2:19][CH2:20][CH2:21][CH2:22][CH2:23][CH2:24][CH2:25][CH2:26][CH2:27][CH2:28][CH3:29]. The yield is 0.430. (9) The reactants are [C:1]([C:3]1[CH:4]=[C:5]2[C:10](=[CH:11][CH:12]=1)[C:9](=[O:13])[CH2:8][CH2:7][C:6]2([CH3:15])[CH3:14])#[CH:2].[CH3:16][O:17][C:18](=[O:27])[CH2:19][C:20]1[CH:25]=[CH:24][C:23](I)=[CH:22][CH:21]=1. The catalyst is C(N(CC)CC)C.[Cu]I.Cl[Pd](Cl)([P](C1C=CC=CC=1)(C1C=CC=CC=1)C1C=CC=CC=1)[P](C1C=CC=CC=1)(C1C=CC=CC=1)C1C=CC=CC=1. The product is [CH3:14][C:6]1([CH3:15])[C:5]2[CH:4]=[C:3]([C:1]#[C:2][C:23]3[CH:24]=[CH:25][C:20]([CH2:19][C:18]([O:17][CH3:16])=[O:27])=[CH:21][CH:22]=3)[CH:12]=[CH:11][C:10]=2[C:9](=[O:13])[CH2:8][CH2:7]1. The yield is 0.750. (10) The reactants are [NH2:1][C:2]1[NH:7][C:6](=[O:8])[C:5]([N+:9]([O-:11])=[O:10])=[C:4]([C:12]2[O:13][CH:14]=[CH:15][CH:16]=2)[N:3]=1.C(C1C=CC=C(C(C)(C)C)N=1)(C)(C)C.[S:31](O[S:31]([C:34]([F:37])([F:36])[F:35])(=[O:33])=[O:32])([C:34]([F:37])([F:36])[F:35])(=[O:33])=[O:32]. The catalyst is ClCCl. The product is [NH2:1][C:2]1[N:7]=[C:6]([O:8][S:31]([C:34]([F:37])([F:36])[F:35])(=[O:33])=[O:32])[C:5]([N+:9]([O-:11])=[O:10])=[C:4]([C:12]2[O:13][CH:14]=[CH:15][CH:16]=2)[N:3]=1. The yield is 0.840.